Dataset: Full USPTO retrosynthesis dataset with 1.9M reactions from patents (1976-2016). Task: Predict the reactants needed to synthesize the given product. (1) Given the product [C:1]([O:5][C:6](=[O:15])[NH:7][CH:8]1[CH2:9][CH2:10][CH:11]([NH:14][C:17](=[O:18])[CH3:16])[CH2:12][CH2:13]1)([CH3:4])([CH3:2])[CH3:3], predict the reactants needed to synthesize it. The reactants are: [C:1]([O:5][C:6](=[O:15])[NH:7][CH:8]1[CH2:13][CH2:12][CH:11]([NH2:14])[CH2:10][CH2:9]1)([CH3:4])([CH3:3])[CH3:2].[CH3:16][C:17](OC(C)=O)=[O:18]. (2) The reactants are: [Br:1][C:2]1[CH:11]=[CH:10][C:9]([CH2:12][CH2:13][CH2:14][O:15][CH3:16])=[CH:8][C:3]=1[C:4](OC)=[O:5].CC(C[Al]CC(C)C)C.C1(C)C=CC=CC=1. Given the product [Br:1][C:2]1[CH:11]=[CH:10][C:9]([CH2:12][CH2:13][CH2:14][O:15][CH3:16])=[CH:8][C:3]=1[CH2:4][OH:5], predict the reactants needed to synthesize it.